This data is from Catalyst prediction with 721,799 reactions and 888 catalyst types from USPTO. The task is: Predict which catalyst facilitates the given reaction. (1) The catalyst class is: 4. Reactant: [Br:1][CH2:2][C:3](Br)=[O:4].[C:6]([O:10][C:11]([N:13]1[CH2:18][CH2:17][NH:16][CH2:15][CH2:14]1)=[O:12])([CH3:9])([CH3:8])[CH3:7].C(N(C(C)C)CC)(C)C. Product: [C:6]([O:10][C:11]([N:13]1[CH2:18][CH2:17][N:16]([C:3](=[O:4])[CH2:2][Br:1])[CH2:15][CH2:14]1)=[O:12])([CH3:9])([CH3:7])[CH3:8]. (2) Reactant: [NH2:1][C:2]1[C:10]([Br:11])=[CH:9][C:8]([CH3:12])=[CH:7][C:3]=1[C:4](O)=[O:5].CO.Cl. Product: [NH2:1][C:2]1[C:10]([Br:11])=[CH:9][C:8]([CH3:12])=[CH:7][C:3]=1[CH2:4][OH:5]. The catalyst class is: 7. (3) Reactant: [F:8][C:7]([F:10])([F:9])[C:6](O[C:6](=[O:11])[C:7]([F:10])([F:9])[F:8])=[O:11].Cl.[NH2:15][C:16]1([CH2:26][C:27]2[CH:32]=[CH:31][CH:30]=[CH:29][CH:28]=2)[CH2:24][C:23]2[C:18](=[CH:19][CH:20]=[CH:21][CH:22]=2)[C:17]1=[O:25].C(N(CC)CC)C. Product: [CH2:26]([C:16]1([NH:15][C:6](=[O:11])[C:7]([F:8])([F:9])[F:10])[CH2:24][C:23]2[C:18](=[CH:19][CH:20]=[CH:21][CH:22]=2)[C:17]1=[O:25])[C:27]1[CH:28]=[CH:29][CH:30]=[CH:31][CH:32]=1. The catalyst class is: 7.